From a dataset of Full USPTO retrosynthesis dataset with 1.9M reactions from patents (1976-2016). Predict the reactants needed to synthesize the given product. Given the product [Cl:34][C:31]1[C:30]([NH:35][S:36]([C:39]2[CH:44]=[CH:43][C:42]([F:45])=[CH:41][CH:40]=2)(=[O:38])=[O:37])=[CH:29][C:28]([C:10]2[CH:9]=[CH:8][C:6]3[N:7]=[C:3]([NH:2][CH3:1])[S:4][C:5]=3[CH:11]=2)=[CH:33][N:32]=1, predict the reactants needed to synthesize it. The reactants are: [CH3:1][NH:2][C:3]1[S:4][C:5]2[CH:11]=[C:10](B3OC(C)(C)C(C)(C)O3)[CH:9]=[CH:8][C:6]=2[N:7]=1.C(=O)([O-])[O-].[Cs+].[Cs+].Br[C:28]1[CH:29]=[C:30]([NH:35][S:36]([C:39]2[CH:44]=[CH:43][C:42]([F:45])=[CH:41][CH:40]=2)(=[O:38])=[O:37])[C:31]([Cl:34])=[N:32][CH:33]=1.C1COCC1.